This data is from Forward reaction prediction with 1.9M reactions from USPTO patents (1976-2016). The task is: Predict the product of the given reaction. Given the reactants C([O:3][C:4](=O)[CH2:5][CH:6]1[S:10][C:9]([C:11]2[NH:12][C:13]3[C:18]([CH:19]=2)=[CH:17][C:16]([O:20][C:21]2[CH:22]=[N:23][C:24]([CH2:27][O:28][CH2:29][CH2:30][O:31][CH3:32])=[CH:25][CH:26]=2)=[CH:15][C:14]=3[O:33][CH:34]2[CH2:39][CH2:38][O:37][CH2:36][CH2:35]2)=[N:8][CH2:7]1)C.[BH4-].[Li+].O, predict the reaction product. The product is: [CH3:32][O:31][CH2:30][CH2:29][O:28][CH2:27][C:24]1[N:23]=[CH:22][C:21]([O:20][C:16]2[CH:17]=[C:18]3[C:13](=[C:14]([O:33][CH:34]4[CH2:35][CH2:36][O:37][CH2:38][CH2:39]4)[CH:15]=2)[NH:12][C:11]([C:9]2[S:10][CH:6]([CH2:5][CH2:4][OH:3])[CH2:7][N:8]=2)=[CH:19]3)=[CH:26][CH:25]=1.